This data is from Full USPTO retrosynthesis dataset with 1.9M reactions from patents (1976-2016). The task is: Predict the reactants needed to synthesize the given product. (1) Given the product [CH3:50][CH:5]([CH3:4])[CH2:6][C@H:7]([CH2:12][NH:13][C:15]([O:17][CH2:27][CH2:26][O:25][C:23](=[O:24])[CH:22]([CH3:44])[CH3:21])=[O:18])[CH2:8][C:9]([OH:11])=[O:10].[CH3:43][S:40]([C:37]1[CH:38]=[CH:39][C:34]([OH:33])=[CH:35][CH:36]=1)(=[O:41])=[O:42], predict the reactants needed to synthesize it. The reactants are: C1[C:6]([C@H:7]([CH2:12][NH2:13])[CH2:8][C:9]([OH:11])=[O:10])=[CH:5][CH:4]=C(Cl)C=1.[C:15](=[O:18])([O-:17])[O-].[K+].[K+].[CH3:21][CH:22]([CH3:44])[C:23]([O:25][CH:26](OC([O:33][C:34]1[CH:39]=[CH:38][C:37]([S:40]([CH3:43])(=[O:42])=[O:41])=[CH:36][CH:35]=1)=O)[CH:27](C)C)=[O:24].S(=O)(=O)(O)O.[C:50](#N)C. (2) The reactants are: [CH3:1][O:2][C:3]([C:5]1[CH:10]=[CH:9][C:8]([N:11]2[C:15]([S:16][CH2:17][CH2:18][CH3:19])=[C:14]([C:20]([OH:22])=O)[CH:13]=[N:12]2)=[CH:7][CH:6]=1)=[O:4].Cl.[CH:24]12[CH2:33][CH:28]3[CH2:29][CH:30]([CH2:32][CH:26]([CH2:27]3)[CH:25]1[NH2:34])[CH2:31]2.C1C=CC2N(O)N=NC=2C=1.CCN(C(C)C)C(C)C.CCN=C=NCCCN(C)C. Given the product [CH:24]12[CH2:33][CH:28]3[CH2:29][CH:30]([CH2:32][CH:26]([CH2:27]3)[CH:25]1[NH:34][C:20]([C:14]1[CH:13]=[N:12][N:11]([C:8]3[CH:7]=[CH:6][C:5]([C:3]([O:2][CH3:1])=[O:4])=[CH:10][CH:9]=3)[C:15]=1[S:16][CH2:17][CH2:18][CH3:19])=[O:22])[CH2:31]2, predict the reactants needed to synthesize it. (3) Given the product [F:15][C:16]1[CH:25]=[C:24]([O:26][CH2:43][CH2:42][CH2:41][CH:38]2[CH2:39][CH2:40][N:35]([C:33]3[O:32][N:31]=[C:30]([CH:27]([CH3:28])[CH3:29])[N:34]=3)[CH2:36][CH2:37]2)[CH:23]=[CH:22][C:17]=1[C:18]([OH:20])=[O:19], predict the reactants needed to synthesize it. The reactants are: CC(OC(/N=N/C(OC(C)C)=O)=O)C.[F:15][C:16]1[CH:25]=[C:24]([OH:26])[CH:23]=[CH:22][C:17]=1[C:18]([O:20]C)=[O:19].[CH:27]([C:30]1[N:34]=[C:33]([N:35]2[CH2:40][CH2:39][CH:38]([CH2:41][CH2:42][CH2:43]O)[CH2:37][CH2:36]2)[O:32][N:31]=1)([CH3:29])[CH3:28].C1C=CC(P(C2C=CC=CC=2)C2C=CC=CC=2)=CC=1.O[Li].O.